Dataset: Reaction yield outcomes from USPTO patents with 853,638 reactions. Task: Predict the reaction yield, written as a fraction of the theoretical maximum amount of product (1.0 means a 100% yield; for example, 0.34 means a 34% yield). (1) The reactants are C([O:8][N:9]1[C:15](=[O:16])[N:14]2[CH2:17][C@H:10]1[CH2:11][CH2:12][C@H:13]2[C:18]([NH:20][O:21][CH2:22][CH2:23][NH:24][S:25]([NH:28][C:29](=[O:35])[O:30][C:31]([CH3:34])([CH3:33])[CH3:32])(=[O:27])=[O:26])=[O:19])C1C=CC=CC=1. The catalyst is CO.[Pd]. The product is [OH:8][N:9]1[C:15](=[O:16])[N:14]2[CH2:17][C@H:10]1[CH2:11][CH2:12][C@H:13]2[C:18]([NH:20][O:21][CH2:22][CH2:23][NH:24][S:25]([NH:28][C:29](=[O:35])[O:30][C:31]([CH3:33])([CH3:32])[CH3:34])(=[O:26])=[O:27])=[O:19]. The yield is 0.880. (2) The reactants are CCN(CC)CC.[C:16](O[C:16]([O:18][C:19]([CH3:22])([CH3:21])[CH3:20])=[O:17])([O:18][C:19]([CH3:22])([CH3:21])[CH3:20])=[O:17].[NH2:23][C@H:24]([C:31]1[CH:36]=[CH:35][CH:34]=[CH:33][CH:32]=1)[CH2:25][C:26]([O:28][CH2:29][CH3:30])=[O:27]. The catalyst is C1COCC1.CCOC(C)=O. The product is [C:19]([O:18][C:16]([NH:23][C@H:24]([C:31]1[CH:36]=[CH:35][CH:34]=[CH:33][CH:32]=1)[CH2:25][C:26]([O:28][CH2:29][CH3:30])=[O:27])=[O:17])([CH3:20])([CH3:21])[CH3:22]. The yield is 1.00. (3) The yield is 0.0600. The catalyst is ClCCl. The reactants are C([NH:5][S:6]([C:9]1[S:13][C:12]([C:14]2[N:15]=[CH:16][N:17]([C:19]3[N:24]=[C:23]([C:25]4[CH:30]=[CH:29][C:28]([Cl:31])=[C:27]([Cl:32])[CH:26]=4)[CH:22]=[C:21]([CH3:33])[N:20]=3)[CH:18]=2)=[N:11][CH:10]=1)(=[O:8])=[O:7])(C)(C)C.C(O)(C(F)(F)F)=O. The product is [Cl:32][C:27]1[CH:26]=[C:25]([C:23]2[CH:22]=[C:21]([CH3:33])[N:20]=[C:19]([N:17]3[CH:18]=[C:14]([C:12]4[S:13][C:9]([S:6]([NH2:5])(=[O:7])=[O:8])=[CH:10][N:11]=4)[N:15]=[CH:16]3)[N:24]=2)[CH:30]=[CH:29][C:28]=1[Cl:31]. (4) The reactants are [C:1]1([CH2:7][CH2:8][OH:9])[CH:6]=[CH:5][CH:4]=[CH:3][CH:2]=1.[H-].[Na+].[I:12][C:13]1[CH:14]=[C:15]([CH:18]=[CH:19][CH:20]=1)[CH2:16]Br. The catalyst is O1CCCC1.[N+](CCCC)(CCCC)(CCCC)CCCC.[Br-]. The product is [I:12][C:13]1[CH:20]=[CH:19][CH:18]=[C:15]([CH2:16][O:9][CH2:8][CH2:7][C:1]2[CH:6]=[CH:5][CH:4]=[CH:3][CH:2]=2)[CH:14]=1. The yield is 0.990.